This data is from NCI-60 drug combinations with 297,098 pairs across 59 cell lines. The task is: Regression. Given two drug SMILES strings and cell line genomic features, predict the synergy score measuring deviation from expected non-interaction effect. (1) Synergy scores: CSS=22.8, Synergy_ZIP=-1.64, Synergy_Bliss=-0.173, Synergy_Loewe=-1.23, Synergy_HSA=0.245. Drug 2: CS(=O)(=O)OCCCCOS(=O)(=O)C. Drug 1: CCCCC(=O)OCC(=O)C1(CC(C2=C(C1)C(=C3C(=C2O)C(=O)C4=C(C3=O)C=CC=C4OC)O)OC5CC(C(C(O5)C)O)NC(=O)C(F)(F)F)O. Cell line: NCI-H522. (2) Drug 1: CC1=C(C=C(C=C1)NC2=NC=CC(=N2)N(C)C3=CC4=NN(C(=C4C=C3)C)C)S(=O)(=O)N.Cl. Cell line: MDA-MB-231. Drug 2: CN(C(=O)NC(C=O)C(C(C(CO)O)O)O)N=O. Synergy scores: CSS=9.45, Synergy_ZIP=-4.22, Synergy_Bliss=-3.98, Synergy_Loewe=-1.88, Synergy_HSA=-1.59. (3) Drug 1: COC1=C(C=C2C(=C1)N=CN=C2NC3=CC(=C(C=C3)F)Cl)OCCCN4CCOCC4. Drug 2: CC1=C2C(C(=O)C3(C(CC4C(C3C(C(C2(C)C)(CC1OC(=O)C(C(C5=CC=CC=C5)NC(=O)C6=CC=CC=C6)O)O)OC(=O)C7=CC=CC=C7)(CO4)OC(=O)C)O)C)OC(=O)C. Cell line: SF-268. Synergy scores: CSS=57.2, Synergy_ZIP=6.07, Synergy_Bliss=7.58, Synergy_Loewe=4.16, Synergy_HSA=5.87.